Task: Predict the product of the given reaction.. Dataset: Forward reaction prediction with 1.9M reactions from USPTO patents (1976-2016) Given the reactants [F:1][C:2]1[CH:18]=[C:17]([C:19]2[CH:24]=[CH:23][C:22]([O:25][CH2:26][CH:27]3[CH2:32][CH2:31][N:30]([CH2:33][C:34]([F:37])([CH3:36])[CH3:35])[CH2:29][CH2:28]3)=[CH:21][N:20]=2)[CH:16]=[CH:15][C:3]=1[C:4]([N:6]1[CH2:10][C@H:9]([OH:11])[CH2:8][C@H:7]1[C:12]([OH:14])=O)=[O:5].[Cl-].[NH4+].C(Cl)CCl.C1C=CC2N(O)N=[N:50]C=2C=1.CCN(C(C)C)C(C)C, predict the reaction product. The product is: [F:1][C:2]1[CH:18]=[C:17]([C:19]2[CH:24]=[CH:23][C:22]([O:25][CH2:26][CH:27]3[CH2:28][CH2:29][N:30]([CH2:33][C:34]([F:37])([CH3:36])[CH3:35])[CH2:31][CH2:32]3)=[CH:21][N:20]=2)[CH:16]=[CH:15][C:3]=1[C:4]([N:6]1[CH2:10][C@H:9]([OH:11])[CH2:8][C@H:7]1[C:12]([NH2:50])=[O:14])=[O:5].